Dataset: Catalyst prediction with 721,799 reactions and 888 catalyst types from USPTO. Task: Predict which catalyst facilitates the given reaction. (1) The catalyst class is: 7. Reactant: [Si]([O:8][CH2:9][CH2:10][CH2:11][C:12]1[CH:17]=[CH:16][C:15]([N:18]([CH2:37][CH:38]([CH3:40])[CH3:39])[S:19]([C:22]2[CH:27]=[CH:26][C:25]([O:28][CH2:29][C:30]3[C:31]([CH3:36])=[N:32][O:33][C:34]=3[CH3:35])=[CH:24][CH:23]=2)(=[O:21])=[O:20])=[CH:14][CH:13]=1)(C(C)(C)C)(C)C.CCCC[N+](CCCC)(CCCC)CCCC.[F-]. Product: [CH3:36][C:31]1[C:30]([CH2:29][O:28][C:25]2[CH:24]=[CH:23][C:22]([S:19]([N:18]([C:15]3[CH:16]=[CH:17][C:12]([CH2:11][CH2:10][CH2:9][OH:8])=[CH:13][CH:14]=3)[CH2:37][CH:38]([CH3:40])[CH3:39])(=[O:21])=[O:20])=[CH:27][CH:26]=2)=[C:34]([CH3:35])[O:33][N:32]=1. (2) Reactant: Cl[C:2]1[CH:7]=[CH:6][C:5]([C:8]2[C:13]([C:14]([F:17])([F:16])[F:15])=[CH:12][C:11]([F:18])=[C:10]([CH2:19][O:20][C:21]3[N:26]=[CH:25][C:24]4[C@@H:27]5[C@@H:30]([C:31]([O:33][CH2:34][CH3:35])=[O:32])[C@@H:28]5[CH2:29][C:23]=4[CH:22]=3)[CH:9]=2)=[C:4]([F:36])[CH:3]=1.FC1C=C(C(F)(F)F)C(C2C=CC(C3CCN(S(C)(=O)=O)CC3)=CC=2)=CC=1COC1N=CC2[C@@H]3[C@@H](C(O)=O)[C@@H]3CC=2C=1.[Cl:79][C:80]1[CH:85]=[CH:84][C:83](B(O)O)=[C:82]([F:89])[CH:81]=1.N#N.CC(C1C=C(C(C)C)C(C2C=CC=CC=2P(C2CCCCC2)C2CCCCC2)=C(C(C)C)C=1)C. Product: [Cl:79][C:80]1[CH:85]=[CH:84][C:83]([C:2]2[CH:7]=[CH:6][C:5]([C:8]3[C:13]([C:14]([F:17])([F:15])[F:16])=[CH:12][C:11]([F:18])=[C:10]([CH2:19][O:20][C:21]4[N:26]=[CH:25][C:24]5[C@@H:27]6[C@@H:30]([C:31]([O:33][CH2:34][CH3:35])=[O:32])[C@@H:28]6[CH2:29][C:23]=5[CH:22]=4)[CH:9]=3)=[C:4]([F:36])[CH:3]=2)=[C:82]([F:89])[CH:81]=1. The catalyst class is: 12. (3) Reactant: [CH3:1][N:2]([C@H](C1C=CC(OC)=CC=1)C)[C@@H:3]1[C:12]2[N:11]=[CH:10][CH:9]=[CH:8][C:7]=2[CH2:6][CH2:5][CH2:4]1. Product: [CH3:1][NH:2][C@@H:3]1[C:12]2[N:11]=[CH:10][CH:9]=[CH:8][C:7]=2[CH2:6][CH2:5][CH2:4]1. The catalyst class is: 330. (4) Reactant: C[O:2][C:3]1[CH:24]=[CH:23][C:6]2[C:7]3[CH:8]=[N:9][N:10]([C:14]4[CH:19]=[CH:18][C:17]([CH2:20][CH2:21][CH3:22])=[CH:16][CH:15]=4)[C:11]=3[CH2:12][CH2:13][C:5]=2[CH:4]=1. Product: [CH2:20]([C:17]1[CH:16]=[CH:15][C:14]([N:10]2[C:11]3[CH2:12][CH2:13][C:5]4[CH:4]=[C:3]([OH:2])[CH:24]=[CH:23][C:6]=4[C:7]=3[CH:8]=[N:9]2)=[CH:19][CH:18]=1)[CH2:21][CH3:22]. The catalyst class is: 4.